This data is from Catalyst prediction with 721,799 reactions and 888 catalyst types from USPTO. The task is: Predict which catalyst facilitates the given reaction. (1) Reactant: [F:1][C:2]1[C:3]([CH3:12])=[C:4]([CH:8]=[CH:9][C:10]=1[F:11])[C:5](O)=[O:6].S(Cl)([Cl:15])=O. Product: [F:1][C:2]1[C:3]([CH3:12])=[C:4]([CH:8]=[CH:9][C:10]=1[F:11])[C:5]([Cl:15])=[O:6]. The catalyst class is: 4. (2) Reactant: C(Cl)(=O)C([Cl:4])=O.[F:7][C:8]1[C:9]([NH:34][C@@H:35]([C:41]([CH3:44])([CH3:43])[CH3:42])[CH2:36][S:37](O)(=[O:39])=[O:38])=[CH:10][C:11]([C:14]2[C:22]3[C:17](=[N:18][CH:19]=[C:20]([F:23])[CH:21]=3)[N:16]([S:24]([C:27]3[CH:33]=[CH:32][C:30]([CH3:31])=[CH:29][CH:28]=3)(=[O:26])=[O:25])[CH:15]=2)=[N:12][CH:13]=1.CN(C=O)C. Product: [F:7][C:8]1[C:9]([NH:34][C@@H:35]([C:41]([CH3:44])([CH3:43])[CH3:42])[CH2:36][S:37]([Cl:4])(=[O:39])=[O:38])=[CH:10][C:11]([C:14]2[C:22]3[C:17](=[N:18][CH:19]=[C:20]([F:23])[CH:21]=3)[N:16]([S:24]([C:27]3[CH:33]=[CH:32][C:30]([CH3:31])=[CH:29][CH:28]=3)(=[O:26])=[O:25])[CH:15]=2)=[N:12][CH:13]=1. The catalyst class is: 4. (3) Reactant: C[O:2][C:3](=[O:32])[CH2:4][C:5]1[CH:14]=[CH:13][C:12]([Cl:15])=[C:11]2[C:6]=1[C:7]([CH3:31])=[C:8]([CH2:20][C:21]1[CH:26]=[CH:25][C:24]([S:27]([CH3:30])(=[O:29])=[O:28])=[CH:23][CH:22]=1)[C:9]([O:16][CH:17]([F:19])[F:18])=[N:10]2.CO.[OH-].[Li+].O. Product: [Cl:15][C:12]1[CH:13]=[CH:14][C:5]([CH2:4][C:3]([OH:32])=[O:2])=[C:6]2[C:11]=1[N:10]=[C:9]([O:16][CH:17]([F:19])[F:18])[C:8]([CH2:20][C:21]1[CH:22]=[CH:23][C:24]([S:27]([CH3:30])(=[O:29])=[O:28])=[CH:25][CH:26]=1)=[C:7]2[CH3:31]. The catalyst class is: 15. (4) Reactant: [N:1]1([C:7]([O:9][C:10]([CH3:13])([CH3:12])[CH3:11])=[O:8])[CH2:6][CH2:5][NH:4][CH2:3][CH2:2]1.F[C:15]1[CH:25]=[CH:24][C:18]([C:19]([O:21][CH2:22][CH3:23])=[O:20])=[CH:17][CH:16]=1.C([O-])([O-])=O.[K+].[K+]. The catalyst class is: 31. Product: [C:10]([O:9][C:7]([N:1]1[CH2:6][CH2:5][N:4]([C:15]2[CH:25]=[CH:24][C:18]([C:19]([O:21][CH2:22][CH3:23])=[O:20])=[CH:17][CH:16]=2)[CH2:3][CH2:2]1)=[O:8])([CH3:13])([CH3:12])[CH3:11]. (5) Reactant: [F:1][C:2]1[CH:7]=[CH:6][C:5]([C:8]2[S:12][C:11]3[CH:13]=[C:14]([O:17]C)[CH:15]=[CH:16][C:10]=3[C:9]=2[O:19][C:20]2[CH:33]=[CH:32][C:23](/[CH:24]=[CH:25]/[C:26]3[O:27][C:28]([CH3:31])=[N:29][N:30]=3)=[CH:22][CH:21]=2)=[C:4]([CH3:34])[CH:3]=1.B(Br)(Br)Br. Product: [F:1][C:2]1[CH:7]=[CH:6][C:5]([C:8]2[S:12][C:11]3[CH:13]=[C:14]([OH:17])[CH:15]=[CH:16][C:10]=3[C:9]=2[O:19][C:20]2[CH:21]=[CH:22][C:23](/[CH:24]=[CH:25]/[C:26]3[O:27][C:28]([CH3:31])=[N:29][N:30]=3)=[CH:32][CH:33]=2)=[C:4]([CH3:34])[CH:3]=1. The catalyst class is: 2. (6) Reactant: [OH:1][C:2]1[CH:3]=[C:4]([CH:18]=[CH:19][CH:20]=1)[CH2:5][CH:6]1[C:10]2[NH:11][C:12]([C:14]([O:16]C)=[O:15])=[CH:13][C:9]=2[CH2:8][CH2:7]1.[OH-].[Li+].CO. Product: [OH:1][C:2]1[CH:3]=[C:4]([CH:18]=[CH:19][CH:20]=1)[CH2:5][CH:6]1[C:10]2[NH:11][C:12]([C:14]([OH:16])=[O:15])=[CH:13][C:9]=2[CH2:8][CH2:7]1. The catalyst class is: 1.